Dataset: Catalyst prediction with 721,799 reactions and 888 catalyst types from USPTO. Task: Predict which catalyst facilitates the given reaction. Reactant: [CH3:1][O:2][C:3]([C:5]1[CH:14]=[C:13]([OH:15])[C:12]2[C:7](=[C:8]([N+:17]([O-:19])=[O:18])[CH:9]=[CH:10][C:11]=2C)[N:6]=1)=[O:4].[Br:20]N1C(=O)CCC1=O. Product: [CH3:1][O:2][C:3]([C:5]1[C:14]([Br:20])=[C:13]([OH:15])[C:12]2[C:7](=[C:8]([N+:17]([O-:19])=[O:18])[CH:9]=[CH:10][CH:11]=2)[N:6]=1)=[O:4]. The catalyst class is: 53.